This data is from NCI-60 drug combinations with 297,098 pairs across 59 cell lines. The task is: Regression. Given two drug SMILES strings and cell line genomic features, predict the synergy score measuring deviation from expected non-interaction effect. (1) Drug 1: CC1=C(C(CCC1)(C)C)C=CC(=CC=CC(=CC(=O)O)C)C. Drug 2: CCC1(CC2CC(C3=C(CCN(C2)C1)C4=CC=CC=C4N3)(C5=C(C=C6C(=C5)C78CCN9C7C(C=CC9)(C(C(C8N6C)(C(=O)OC)O)OC(=O)C)CC)OC)C(=O)OC)O.OS(=O)(=O)O. Cell line: UACC-257. Synergy scores: CSS=13.2, Synergy_ZIP=-1.58, Synergy_Bliss=5.18, Synergy_Loewe=6.56, Synergy_HSA=6.40. (2) Cell line: MCF7. Synergy scores: CSS=-3.11, Synergy_ZIP=1.01, Synergy_Bliss=-0.884, Synergy_Loewe=-1.78, Synergy_HSA=-2.43. Drug 2: CNC(=O)C1=NC=CC(=C1)OC2=CC=C(C=C2)NC(=O)NC3=CC(=C(C=C3)Cl)C(F)(F)F. Drug 1: CN1C(=O)N2C=NC(=C2N=N1)C(=O)N. (3) Drug 1: CC(C1=C(C=CC(=C1Cl)F)Cl)OC2=C(N=CC(=C2)C3=CN(N=C3)C4CCNCC4)N. Cell line: HOP-92. Synergy scores: CSS=0.459, Synergy_ZIP=-0.579, Synergy_Bliss=-1.62, Synergy_Loewe=-9.94, Synergy_HSA=-6.13. Drug 2: CCN(CC)CCNC(=O)C1=C(NC(=C1C)C=C2C3=C(C=CC(=C3)F)NC2=O)C.